From a dataset of Peptide-MHC class I binding affinity with 185,985 pairs from IEDB/IMGT. Regression. Given a peptide amino acid sequence and an MHC pseudo amino acid sequence, predict their binding affinity value. This is MHC class I binding data. (1) The peptide sequence is CAGGYYDVY. The MHC is HLA-A02:03 with pseudo-sequence HLA-A02:03. The binding affinity (normalized) is 0. (2) The peptide sequence is WLSVIAFGK. The MHC is HLA-B08:01 with pseudo-sequence HLA-B08:01. The binding affinity (normalized) is 0.0847. (3) The peptide sequence is STDVNKQNK. The MHC is HLA-A33:01 with pseudo-sequence HLA-A33:01. The binding affinity (normalized) is 0. (4) The peptide sequence is LPGPQVTAVLLHEES. The MHC is HLA-A26:01 with pseudo-sequence HLA-A26:01. The binding affinity (normalized) is 0.00591. (5) The peptide sequence is PTITQMNLKY. The MHC is HLA-A24:02 with pseudo-sequence HLA-A24:02. The binding affinity (normalized) is 0. (6) The peptide sequence is RRRRRRWRQRW. The MHC is Mamu-A01 with pseudo-sequence Mamu-A01. The binding affinity (normalized) is 0. (7) The peptide sequence is VYTNAIQYV. The MHC is HLA-A23:01 with pseudo-sequence HLA-A23:01. The binding affinity (normalized) is 1.00.